This data is from Full USPTO retrosynthesis dataset with 1.9M reactions from patents (1976-2016). The task is: Predict the reactants needed to synthesize the given product. (1) The reactants are: [CH:1](=O)[C:2]1[CH:7]=[CH:6][C:5]([O:8][CH3:9])=[CH:4][CH:3]=1.C(O)(C)C.[N+:15]([C:18]1[CH:24]=[CH:23][C:21]([NH2:22])=[CH:20][CH:19]=1)([O-:17])=[O:16]. Given the product [CH3:9][O:8][C:5]1[CH:6]=[CH:7][C:2]([CH:1]=[N:22][C:21]2[CH:23]=[CH:24][C:18]([N+:15]([O-:17])=[O:16])=[CH:19][CH:20]=2)=[CH:3][CH:4]=1, predict the reactants needed to synthesize it. (2) Given the product [CH3:10][C:8]1([CH2:11][OH:12])[CH2:7][C:6]2[C:13]([CH3:14])=[C:2]([N:29]3[CH2:30][CH2:31][N:26]([C:23]4[CH:24]=[CH:25][C:20]([CH:17]([CH3:19])[CH3:18])=[CH:21][CH:22]=4)[CH2:27][CH2:28]3)[C:3]([CH3:16])=[C:4]([CH3:15])[C:5]=2[O:9]1, predict the reactants needed to synthesize it. The reactants are: Br[C:2]1[C:3]([CH3:16])=[C:4]([CH3:15])[C:5]2[O:9][C:8]([CH2:11][OH:12])([CH3:10])[CH2:7][C:6]=2[C:13]=1[CH3:14].[CH:17]([C:20]1[CH:25]=[CH:24][C:23]([N:26]2[CH2:31][CH2:30][NH:29][CH2:28][CH2:27]2)=[CH:22][CH:21]=1)([CH3:19])[CH3:18]. (3) Given the product [CH2:13]([N:8]1[C:9]2[C:5](=[C:4]([N+:1]([O-:3])=[O:2])[CH:12]=[CH:11][CH:10]=2)[CH:6]=[N:7]1)[C:14]1[CH:19]=[CH:18][CH:17]=[CH:16][CH:15]=1, predict the reactants needed to synthesize it. The reactants are: [N+:1]([C:4]1[CH:12]=[CH:11][CH:10]=[C:9]2[C:5]=1[CH:6]=[N:7][NH:8]2)([O-:3])=[O:2].[CH2:13](Br)[C:14]1[CH:19]=[CH:18][CH:17]=[CH:16][CH:15]=1.C(=O)([O-])[O-].[K+].[K+].CN(C=O)C. (4) Given the product [C:61]1([CH:40]([C:34]2[CH:35]=[CH:36][CH:37]=[CH:38][CH:39]=2)[N:41]2[C:49]3[C:44](=[CH:45][CH:46]=[CH:47][CH:48]=3)[C:43]([C:50]3[C:51]([OH:59])=[CH:52][C:53]4[O:57][CH2:56][CH2:55][C:54]=4[CH:58]=3)([CH2:22][OH:23])[C:42]2=[O:60])[CH:66]=[CH:65][CH:64]=[CH:63][CH:62]=1, predict the reactants needed to synthesize it. The reactants are: C1(C(C2C=CC=CC=2)N2C3C(=CC=CC=3)C(C3C(O)=CC4C[CH2:22][O:23]C=4C=3)C2=O)C=CC=CC=1.[C:34]1([CH:40]([C:61]2[CH:66]=[CH:65][CH:64]=[CH:63][CH:62]=2)[N:41]2[C:49]3[C:44](=[CH:45][CH:46]=[CH:47][CH:48]=3)[CH:43]([C:50]3[C:51]([OH:59])=[CH:52][C:53]4[O:57][CH2:56][CH2:55][C:54]=4[CH:58]=3)[C:42]2=[O:60])[CH:39]=[CH:38][CH:37]=[CH:36][CH:35]=1. (5) Given the product [C:8]([CH:9]([C:26](=[O:27])[CH2:25][S:24][C:18]1[CH:23]=[CH:22][CH:21]=[CH:20][CH:19]=1)[C:10]([O:12][C:13]([CH3:16])([CH3:15])[CH3:14])=[O:11])(=[O:7])[CH3:17], predict the reactants needed to synthesize it. The reactants are: C(O[Na])(C)(C)C.[O:7]=[C:8]([CH3:17])[CH2:9][C:10]([O:12][C:13]([CH3:16])([CH3:15])[CH3:14])=[O:11].[C:18]1([S:24][CH2:25][C:26](Cl)=[O:27])[CH:23]=[CH:22][CH:21]=[CH:20][CH:19]=1.Cl.